Task: Predict the reactants needed to synthesize the given product.. Dataset: Full USPTO retrosynthesis dataset with 1.9M reactions from patents (1976-2016) Given the product [OH:10][CH2:9][CH2:11][N:12]1[C:2]([CH3:1])=[CH:3][CH:4]=[C:5]1[CH3:6], predict the reactants needed to synthesize it. The reactants are: [CH3:1][C:2](=O)[CH2:3][CH2:4][C:5](=O)[CH3:6].[CH2:9]([CH2:11][NH2:12])[OH:10].C(O)(=O)C(C)(C)C.CCCCCCC.